The task is: Predict the reaction yield, written as a fraction of the theoretical maximum amount of product (1.0 means a 100% yield; for example, 0.34 means a 34% yield).. This data is from Reaction yield outcomes from USPTO patents with 853,638 reactions. (1) The reactants are [Cl:1][C:2]1[C:7]([F:8])=[CH:6][CH:5]=[C:4]([Cl:9])[C:3]=1[CH:10]([O:12][C:13]1[C:14]([NH2:20])=[N:15][CH:16]=[C:17](I)[CH:18]=1)[CH3:11].[C:21]([O:25][C:26](=[O:31])[NH:27][CH2:28][C:29]#[CH:30])([CH3:24])([CH3:23])[CH3:22]. The catalyst is C1COCC1.CCN(CC)CC.[Cu]I.C1C=CC([P]([Pd]([P](C2C=CC=CC=2)(C2C=CC=CC=2)C2C=CC=CC=2)([P](C2C=CC=CC=2)(C2C=CC=CC=2)C2C=CC=CC=2)[P](C2C=CC=CC=2)(C2C=CC=CC=2)C2C=CC=CC=2)(C2C=CC=CC=2)C2C=CC=CC=2)=CC=1. The product is [C:21]([O:25][C:26](=[O:31])[NH:27][CH2:28][C:29]#[C:30][C:17]1[CH:16]=[N:15][C:14]([NH2:20])=[C:13]([O:12][CH:10]([C:3]2[C:4]([Cl:9])=[CH:5][CH:6]=[C:7]([F:8])[C:2]=2[Cl:1])[CH3:11])[CH:18]=1)([CH3:24])([CH3:23])[CH3:22]. The yield is 0.290. (2) The reactants are [CH3:1][C:2]1([CH3:26])[CH2:6][C:5]2[CH:7]=[CH:8][CH:9]=[C:10]([CH2:11][NH:12][C:13]3[CH:18]=[CH:17][CH:16]=[CH:15][C:14]=3[O:19][C:20]3[CH:25]=[CH:24][CH:23]=[CH:22][CH:21]=3)[C:4]=2[O:3]1.[F:27][CH2:28][C:29](Cl)=[O:30]. The catalyst is C(Cl)Cl. The product is [CH3:1][C:2]1([CH3:26])[CH2:6][C:5]2[CH:7]=[CH:8][CH:9]=[C:10]([CH2:11][N:12]([C:13]3[CH:18]=[CH:17][CH:16]=[CH:15][C:14]=3[O:19][C:20]3[CH:25]=[CH:24][CH:23]=[CH:22][CH:21]=3)[C:29](=[O:30])[CH2:28][F:27])[C:4]=2[O:3]1. The yield is 0.720. (3) The reactants are [C:1](O)(=O)[CH2:2][C:3]([OH:5])=[O:4].[I:8][C:9]1[CH:10]=[C:11]([CH:14]=[CH:15][CH:16]=1)C=O.C([O-])(=O)C.[NH4+:21]. The catalyst is C(O)C. The product is [NH2:21][CH:1]([C:15]1[CH:14]=[CH:11][CH:10]=[C:9]([I:8])[CH:16]=1)[CH2:2][C:3]([OH:5])=[O:4]. The yield is 0.540.